Dataset: Forward reaction prediction with 1.9M reactions from USPTO patents (1976-2016). Task: Predict the product of the given reaction. (1) Given the reactants [C:1]([O-:21])(=[O:20])[CH2:2][CH2:3][CH2:4][CH2:5][CH2:6][CH2:7][CH2:8]/[CH:9]=[CH:10]\[CH2:11][C@@H:12]([CH2:14][CH2:15][CH2:16][CH2:17][CH2:18][CH3:19])O.N[C@@H](CCC(N[C@H](C(NCC(O)=O)=O)CS)=O)C(O)=O.[CH2:42]([OH:47])[CH:43]([OH:46])[CH2:44][OH:45].[CH2:48]([OH:53])[CH:49]([OH:52])[CH2:50][OH:51].[CH2:54]([OH:59])[CH:55]([OH:58])[CH2:56][OH:57].[CH2:60]([OH:65])[CH:61]([OH:64])[CH2:62][OH:63], predict the reaction product. The product is: [C:1]([OH:21])(=[O:20])[CH2:2][CH2:3][CH2:4][CH2:5][CH2:6][CH2:7][CH2:8]/[CH:9]=[CH:10]\[CH2:11][CH2:12][CH2:14][CH2:15][CH2:16][CH2:17][CH2:18][CH3:19].[OH:47][CH2:42][CH:43]([CH2:44][OH:45])[OH:46].[OH:53][CH2:48][CH:49]([CH2:50][OH:51])[OH:52].[OH:59][CH2:54][CH:55]([CH2:56][OH:57])[OH:58].[OH:65][CH2:60][CH:61]([CH2:62][OH:63])[OH:64].[OH:47][CH2:42][CH:43]([CH2:44][OH:45])[OH:46].[OH:47][CH2:42][CH:43]([CH2:44][OH:45])[OH:46].[OH:47][CH2:42][CH:43]([CH2:44][OH:45])[OH:46].[OH:47][CH2:42][CH:43]([CH2:44][OH:45])[OH:46].[OH:47][CH2:42][CH:43]([CH2:44][OH:45])[OH:46].[OH:47][CH2:42][CH:43]([CH2:44][OH:45])[OH:46]. (2) Given the reactants Br[C:2]1[CH:3]=[C:4]([C:8]2[S:9][C:10]([CH3:13])=[N:11][N:12]=2)[CH:5]=[CH:6][CH:7]=1.CC1SC(C2C=CC=C([B:26]3[O:30][C:29]([CH3:32])([CH3:31])[C:28]([CH3:34])([CH3:33])[O:27]3)C=2)=NC=1, predict the reaction product. The product is: [CH3:13][C:10]1[S:9][C:8]([C:4]2[CH:5]=[CH:6][CH:7]=[C:2]([B:26]3[O:30][C:29]([CH3:32])([CH3:31])[C:28]([CH3:34])([CH3:33])[O:27]3)[CH:3]=2)=[N:12][N:11]=1. (3) Given the reactants [O:1]1[CH:5]=[CH:4][N:3]=[C:2]1[CH:6]([CH:8]1[CH2:17][CH2:16][C:15]2[C:10](=[CH:11][CH:12]=[C:13]([C:18]3[CH:23]=[CH:22][CH:21]=[CH:20][CH:19]=3)[CH:14]=2)[CH2:9]1)[OH:7].[CH3:24][C:25]([Si:28](Cl)([CH3:30])[CH3:29])([CH3:27])[CH3:26].N1C=CN=C1, predict the reaction product. The product is: [Si:28]([O:7][CH:6]([CH:8]1[CH2:17][CH2:16][C:15]2[C:10](=[CH:11][CH:12]=[C:13]([C:18]3[CH:19]=[CH:20][CH:21]=[CH:22][CH:23]=3)[CH:14]=2)[CH2:9]1)[C:2]1[O:1][CH:5]=[CH:4][N:3]=1)([C:25]([CH3:27])([CH3:26])[CH3:24])([CH3:30])[CH3:29]. (4) Given the reactants [CH3:1][C:2]1([CH3:24])[O:7][CH2:6][C:5]([CH2:22][OH:23])([CH2:8][N:9]2[CH:13]=[C:12]([CH2:14][O:15][CH2:16][O:17][CH3:18])[N:11]=[C:10]2[N+:19]([O-:21])=[O:20])[CH2:4][O:3]1.[C:25]1([CH3:35])[CH:30]=[CH:29][C:28]([S:31](Cl)(=[O:33])=[O:32])=[CH:27][CH:26]=1.[Cl-].[NH4+], predict the reaction product. The product is: [CH3:1][C:2]1([CH3:24])[O:3][CH2:4][C:5]([CH2:8][N:9]2[CH:13]=[C:12]([CH2:14][O:15][CH2:16][O:17][CH3:18])[N:11]=[C:10]2[N+:19]([O-:21])=[O:20])([CH2:22][O:23][S:31]([C:28]2[CH:29]=[CH:30][C:25]([CH3:35])=[CH:26][CH:27]=2)(=[O:33])=[O:32])[CH2:6][O:7]1. (5) Given the reactants Br[C:2]1[CH:7]=[CH:6][C:5]([S:8]([NH:11][C:12]2[CH:17]=[C:16]([N:18]3[CH2:23][CH2:22][NH:21][C:20]([CH3:25])([CH3:24])[C:19]3=[O:26])[CH:15]=[CH:14][C:13]=2[O:27][CH3:28])(=[O:10])=[O:9])=[CH:4][C:3]=1[F:29].[CH3:30][C:31]1[O:35][C:34](B(O)O)=[CH:33][CH:32]=1.C(=O)([O-])[O-].[Na+].[Na+].[ClH:45].CCOCC, predict the reaction product. The product is: [ClH:45].[CH3:24][C:20]1([CH3:25])[NH:21][CH2:22][CH2:23][N:18]([C:16]2[CH:15]=[CH:14][C:13]([O:27][CH3:28])=[C:12]([NH:11][S:8]([C:5]3[CH:6]=[CH:7][C:2]([C:34]4[O:35][C:31]([CH3:30])=[CH:32][CH:33]=4)=[C:3]([F:29])[CH:4]=3)(=[O:10])=[O:9])[CH:17]=2)[C:19]1=[O:26]. (6) Given the reactants [H-].[Na+:2].[C:3]([C:7]1[CH:12]=[CH:11][C:10]([C:13]2[C:21]3[C:16](=[CH:17][CH:18]=[C:19]([CH2:22][CH2:23][O:24][CH2:25][CH:26]4[CH2:28][CH2:27]4)[CH:20]=3)[N:15]([CH2:29][C:30]3[CH:35]=[CH:34][CH:33]=[C:32]([O:36][CH3:37])[CH:31]=3)[C:14]=2[C:38]([OH:40])=[O:39])=[CH:9][CH:8]=1)([CH3:6])([CH3:5])[CH3:4], predict the reaction product. The product is: [C:3]([C:7]1[CH:12]=[CH:11][C:10]([C:13]2[C:21]3[C:16](=[CH:17][CH:18]=[C:19]([CH2:22][CH2:23][O:24][CH2:25][CH:26]4[CH2:27][CH2:28]4)[CH:20]=3)[N:15]([CH2:29][C:30]3[CH:35]=[CH:34][CH:33]=[C:32]([O:36][CH3:37])[CH:31]=3)[C:14]=2[C:38]([O-:40])=[O:39])=[CH:9][CH:8]=1)([CH3:6])([CH3:4])[CH3:5].[Na+:2].